Task: Binary Classification. Given a miRNA mature sequence and a target amino acid sequence, predict their likelihood of interaction.. Dataset: Experimentally validated miRNA-target interactions with 360,000+ pairs, plus equal number of negative samples (1) The protein sequence of the target gene is MFTLLVLLSQLPTVTLGFPHCARGPKASKHAGEEVFTSKEEANFFIHRRLLYNRFDLELFTPGNLERECNEELCNYEEAREIFVDEDKTIAFWQEYSAKGPTTKSDGNREKIDVMGLLTGLIAAGVFLVIFGLLGYYLCITKCNRLQHPCSSAVYERGRHTPSIIFRRPEEAALSPLPPSVEDAGLPSYEQAVALTRKHSVSPPPPYPGHTKGFRVFKKSMSLPSH. The miRNA is hsa-miR-661 with sequence UGCCUGGGUCUCUGGCCUGCGCGU. Result: 1 (interaction). (2) The miRNA is hsa-miR-548d-5p with sequence AAAAGUAAUUGUGGUUUUUGCC. The protein sequence of the target gene is MGLTISSLFSRLFGKKQMRILMVGLDAAGKTTILYKLKLGEIVTTIPTIGFNVETVEYKNICFTVWDVGGQDRIRPLWKHYFQNTQGLIFVVDSNDRERIQEVADELQKMLLVDELRDAVLLLFANKQDLPNAMAISEMTDKLGLQSLRNRTWYVQATCATQGTGLYEGLDWLSNELSKR. Result: 0 (no interaction). (3) The miRNA is mmu-miR-196b-5p with sequence UAGGUAGUUUCCUGUUGUUGGG. The protein sequence of the target gene is MGVPAFFRWLSRKYPSIIVNCVEEKPKECNGVKIPVDASKPNPNDVEFDNLYLDMNGIIHPCTHPEDKPAPKNEDEMMVAIFEYIDRLFSIVRPRRLLYMAIDGVAPRAKMNQQRSRRFRASKEGMEAAVEKQRVREEILAKGGFLPPEEIKERFDSNCITPGTEFMDNLAKCLRYYIADRLNNDPGWKNLTVILSDASAPGEGEHKIMDYIRRQRAQPNHDPNTHHCLCGADADLIMLGLATHEPNFTIIREEFKPNKPKPCGLCNQFGHEVKDCEGLPREKKGKHDELADSLPCAEGE.... Result: 0 (no interaction). (4) The miRNA is hsa-miR-3622a-3p with sequence UCACCUGACCUCCCAUGCCUGU. The protein sequence of the target gene is MECPVMETGSLFTSGIKRHLKDKRISKTTKLNVSLASKIKTKILNNSSIFKISLKHNNRALAQALSREKENSRRITTEKMLLQKEVEKLNFENTFLRLKLNNLNKKLIDIEALMNNNLITAIEMSSLSEFHQSSFLLSASKKKRISKQCKLMRLPFARVPLTSNDDEDEDKEKMQCDNNIKSKTLPDIPSSGSTTQPLSTQDNSEVLFLKENNQNVYGLDDSEHISSIVDVPPRESHSHSDQSSKTSLMSEMRNAQSIGRRWEKPSPSNVTERKKRGSSWESNNLSADTPCATVLDKQHI.... Result: 0 (no interaction). (5) The miRNA is hsa-miR-331-5p with sequence CUAGGUAUGGUCCCAGGGAUCC. The protein sequence of the target gene is MEELDGSLSQTRKAHRIEQMVARWLRRSRDSSARAKVAAADGPPGNPAQALTPVRHTVTLDKDVLLQNYGFHISETLPLTVVAVTAGGSAHGKLFPGDQILQMNNELAEDLSCERAADILRETEDALSITVVRCTSGVPKSSFLTEEKRARLKSNPVKVHFAEEVLVSGHSQGNSLLCMPNVLKVYLENGQTKAFKFEANTTVKDIILTVKEKLSIRSIEYFALALEEQYSISRLHLLHEEELVQQVVEREESQDSRCLFRVSFVPKDPLDLLKEDPVAFEYLYLQSCSDVLQERFAVEM.... Result: 0 (no interaction). (6) The miRNA is hsa-miR-365a-3p with sequence UAAUGCCCCUAAAAAUCCUUAU. The protein sequence of the target gene is MPGPPRSLEMGLLTFRDVAIEFSLEEWQHLDIAQQNLYRNVMLENYRNLAFLGIAVSKPDLITCLEQGKEPWNMKRHEMVDEPPGMCPHFAQDLWPEQGMEDSFQKAILRRYGKYGHENLQLRKGCKSVDEYKVNKEGYNGLNQCFTTAQSKVFQCDKYLKVFYKFLNSNRPKIRHTEKKSFKCKKRVKLFCMLSHKTQHKSIYHREKSYKCKECGKTFNWSSTLTNHRKIYTEEKPYKCEEYNKSPKQLSTLTTHEIIHAGEKLYKCEECGEAFNRSSNLTTHKIIHTGEKPYKCEECG.... Result: 1 (interaction). (7) The miRNA is hsa-miR-373-5p with sequence ACUCAAAAUGGGGGCGCUUUCC. The protein sequence of the target gene is MKTKPVSHKTENTYRFLTFAERLGNVNIDIIHRIDRTASYEEEVETYFFEGLLKWRELNLTEHFGKFYKEVIDKCQSFNQLVYHQNEIVQSLKTHLQVKNSFAYQPLLDLVVQLARDLQMDFYPHFPEFFLTITSILETQDTELLEWAFTSLSYLYKYLWRLMVKDMSSIYSMYSTLLAHKKLHIRNFAAESFTFLMRKVSDKNALFNLMFLDLDKHPEKVEGVGQLLFEMCKGVRNMFHSCTGQAVKLILRKLGPVTETETQLPWMLIGETLKNMVKSTVSYISKEHFGTFFECLQESL.... Result: 1 (interaction). (8) The miRNA is hsa-let-7i-5p with sequence UGAGGUAGUAGUUUGUGCUGUU. The protein sequence of the target gene is MEMKKKINMELKNRAPEEVTELVLDNCLCVNGEIEGLNDTFKELEFLSMANVELSSLARLPSLNKLRKLELSDNIISGGLEVLAEKCPNLTYLNLSGNKIKDLSTVEALQNLKNLKSLDLFNCEITNLEDYRESIFELLQQITYLDGFDQEDNEAPDSEEEDDDDEDGDEDEEDEDEDEAGPPEGYEEEEDDDEDEAGSEVGEGEEEVGLSYLMKDEIQDEEDDDDYVDEGEEEEEEEEEGLRGEKRKRDAEDDGEEDDD. Result: 0 (no interaction). (9) The miRNA is hsa-miR-1229-3p with sequence CUCUCACCACUGCCCUCCCACAG. The protein sequence of the target gene is MPELYTEDFIQGCDVGELQEPGLPGVLSYVGAQERALDHRKPSTSSKKTKRVEIDQRCENRLECNGAISAHCNLRLPDSNDSPASASRVAGITDLSRNCVIKELAPQQEGNPGEVFHTVTLEQHEKHDIEEFCFREIKKKIHDFDCQWRDDERNCNKVTTAPKENLTCRRDQRDRRGIGNKSIKHQLGLSFLPHPHELQQFQAEGKIYECNHVEKSVNHGSSVSPPQIISSTIKTHVSNKYGTDFICSSLLTQEQKSCIREKPYRYIECDKALNHGSHMTVRQVSHSGEKGYKCDLCGKV.... Result: 0 (no interaction).